This data is from Reaction yield outcomes from USPTO patents with 853,638 reactions. The task is: Predict the reaction yield, written as a fraction of the theoretical maximum amount of product (1.0 means a 100% yield; for example, 0.34 means a 34% yield). (1) The reactants are [F:1][C:2]([F:21])([F:20])[C:3]1[CH:4]=[C:5]([C:9]2[C:17]3[O:16][CH:15]([CH2:18][NH2:19])[CH2:14][C:13]=3[CH:12]=[CH:11][CH:10]=2)[CH:6]=[CH:7][CH:8]=1.C(N(C(C)C)CC)(C)C.Cl[C:32]([O:34][CH2:35][C:36]1[CH:41]=[CH:40][CH:39]=[CH:38][CH:37]=1)=[O:33].C(OC(=O)NCC1CC2C=CC=C(C3CCCC3)C=2O1)C1C=CC=CC=1. No catalyst specified. The product is [F:21][C:2]([F:20])([F:1])[C:3]1[CH:4]=[C:5]([C:9]2[C:17]3[O:16][CH:15]([CH2:18][NH:19][C:32](=[O:33])[O:34][CH2:35][C:36]4[CH:41]=[CH:40][CH:39]=[CH:38][CH:37]=4)[CH2:14][C:13]=3[CH:12]=[CH:11][CH:10]=2)[CH:6]=[CH:7][CH:8]=1. The yield is 0.970. (2) The reactants are [Br:1][C:2]1[CH:7]=[CH:6][C:5]([Cl:8])=[CH:4][C:3]=1[CH2:9][CH2:10][S:11](Cl)(=[O:13])=[O:12].[F:15][C:16]1[CH:22]=[CH:21][CH:20]=[CH:19][C:17]=1[NH2:18].N1C=CC=CC=1. The catalyst is ClCCl. The product is [Br:1][C:2]1[CH:7]=[CH:6][C:5]([Cl:8])=[CH:4][C:3]=1[CH2:9][CH2:10][S:11]([NH:18][C:17]1[CH:19]=[CH:20][CH:21]=[CH:22][C:16]=1[F:15])(=[O:13])=[O:12]. The yield is 0.790.